Dataset: Reaction yield outcomes from USPTO patents with 853,638 reactions. Task: Predict the reaction yield, written as a fraction of the theoretical maximum amount of product (1.0 means a 100% yield; for example, 0.34 means a 34% yield). (1) The reactants are [H-].[Na+].[Br:3][C:4]1[NH:8][CH:7]=[C:6]([C:9]([O:11][CH3:12])=[O:10])[C:5]=1[CH2:13][CH3:14].[C:15]1([S:21](Cl)(=[O:23])=[O:22])[CH:20]=[CH:19][CH:18]=[CH:17][CH:16]=1. No catalyst specified. The product is [Br:3][C:4]1[N:8]([S:21]([C:15]2[CH:20]=[CH:19][CH:18]=[CH:17][CH:16]=2)(=[O:23])=[O:22])[CH:7]=[C:6]([C:9]([O:11][CH3:12])=[O:10])[C:5]=1[CH2:13][CH3:14]. The yield is 0.910. (2) The reactants are [F:1][C:2]([F:27])([F:26])[C:3]1[CH:4]=[CH:5][C:6]2[C:10]([N:11]3[CH2:16][CH2:15][N:14]([CH2:17][CH2:18][C:19]4([C:22]([OH:24])=O)[CH2:21][CH2:20]4)[CH2:13][CH2:12]3)=[CH:9][S:8][C:7]=2[CH:25]=1.C(Cl)(=O)C(Cl)=O.[NH2:34][CH2:35][CH2:36][CH2:37][N:38]1[CH:42]=[CH:41][N:40]=[CH:39]1.C(N(CC)CC)C.C(=O)(O)[O-].[Na+]. The catalyst is ClCCl.CN(C=O)C. The product is [N:38]1([CH2:37][CH2:36][CH2:35][NH:34][C:22]([C:19]2([CH2:18][CH2:17][N:14]3[CH2:15][CH2:16][N:11]([C:10]4[C:6]5[CH:5]=[CH:4][C:3]([C:2]([F:1])([F:27])[F:26])=[CH:25][C:7]=5[S:8][CH:9]=4)[CH2:12][CH2:13]3)[CH2:20][CH2:21]2)=[O:24])[CH:42]=[CH:41][N:40]=[CH:39]1. The yield is 0.380. (3) The reactants are F.F.F.C(N(CC)CC)C.C(N(CC)CC)C.[Si]([O:35][CH2:36][C@H:37]1[O:41][C@@H:40]([N:42]2[CH:49]=[C:48]([CH3:50])[C:46](=[O:47])[NH:45][C:43]2=[O:44])[C@H:39]([O:51][CH2:52][CH2:53][O:54][N:55]([CH3:57])[CH3:56])[C@@H:38]1[OH:58])(C(C)(C)C)(C1C=CC=CC=1)C1C=CC=CC=1.CO. The catalyst is C1COCC1.C(Cl)Cl. The product is [CH3:56][N:55]([CH3:57])[O:54][CH2:53][CH2:52][O:51][C@@H:39]1[C@H:38]([OH:58])[C@@H:37]([CH2:36][OH:35])[O:41][C@H:40]1[N:42]1[CH:49]=[C:48]([CH3:50])[C:46](=[O:47])[NH:45][C:43]1=[O:44]. The yield is 0.925.